From a dataset of Full USPTO retrosynthesis dataset with 1.9M reactions from patents (1976-2016). Predict the reactants needed to synthesize the given product. (1) Given the product [CH3:9][S:10]([N:13]1[CH2:18][CH2:17][CH:16]([CH:19]=[CH:20][C:21]([Cl:1])=[O:23])[CH2:15][CH2:14]1)(=[O:12])=[O:11], predict the reactants needed to synthesize it. The reactants are: [Cl:1]C(N(C)C)=C(C)C.[CH3:9][S:10]([N:13]1[CH2:18][CH2:17][CH:16]([CH:19]=[CH:20][C:21]([OH:23])=O)[CH2:15][CH2:14]1)(=[O:12])=[O:11]. (2) Given the product [CH3:1][O:2][C:3](=[O:26])[CH:4]([C:9]1[CH:10]=[C:11]([C:16]2[CH:17]=[CH:18][C:19]([C:22]([F:23])([F:25])[F:24])=[CH:20][CH:21]=2)[CH:12]=[C:13]([O:15][C:33]2[CH:34]=[C:35]([C:37]([F:39])([F:38])[F:40])[CH:36]=[C:31]([F:30])[CH:32]=2)[CH:14]=1)[CH2:5][CH:6]([CH3:8])[CH3:7], predict the reactants needed to synthesize it. The reactants are: [CH3:1][O:2][C:3](=[O:26])[CH:4]([C:9]1[CH:10]=[C:11]([C:16]2[CH:21]=[CH:20][C:19]([C:22]([F:25])([F:24])[F:23])=[CH:18][CH:17]=2)[CH:12]=[C:13]([OH:15])[CH:14]=1)[CH2:5][CH:6]([CH3:8])[CH3:7].B(O)O.[F:30][C:31]1[CH:32]=[CH:33][CH:34]=[C:35]([C:37]([F:40])([F:39])[F:38])[CH:36]=1. (3) The reactants are: CON(C)[C:4]([C:6]1[O:7][C:8]2[CH:15]=[CH:14][CH:13]=[CH:12][C:9]=2[C:10]=1[CH3:11])=[O:5].[CH2:17]([Mg]Br)[CH:18]([CH3:20])[CH3:19].O1CCCC1.C([Mg]Br)C(C)C.[Cl-].[NH4+]. Given the product [CH3:17][CH:18]([CH3:20])[CH2:19][C:4]([C:6]1[O:7][C:8]2[CH:15]=[CH:14][CH:13]=[CH:12][C:9]=2[C:10]=1[CH3:11])=[O:5], predict the reactants needed to synthesize it. (4) Given the product [CH3:15][O:14][C:7]1[CH:6]=[C:3]([CH:4]=[O:5])[C:2]([C:17]2[C:18]([CH:19]=[O:20])=[CH:21][C:22]([N+:25]([O-:27])=[O:26])=[CH:23][CH:24]=2)=[C:9]([O:10][CH3:11])[C:8]=1[O:12][CH3:13], predict the reactants needed to synthesize it. The reactants are: Br[C:2]1[C:9]([O:10][CH3:11])=[C:8]([O:12][CH3:13])[C:7]([O:14][CH3:15])=[CH:6][C:3]=1[CH:4]=[O:5].Cl[C:17]1[CH:24]=[CH:23][C:22]([N+:25]([O-:27])=[O:26])=[CH:21][C:18]=1[CH:19]=[O:20].C(OCC)(=O)C. (5) Given the product [Cl:3][C:4]1[CH:9]=[C:8]([O:10][CH:11]2[CH2:12][CH:13]([O:15][CH2:22][C:23]([F:26])([F:25])[F:24])[CH2:14]2)[CH:7]=[CH:6][N:5]=1, predict the reactants needed to synthesize it. The reactants are: [H-].[Na+].[Cl:3][C:4]1[CH:9]=[C:8]([O:10][CH:11]2[CH2:14][CH:13]([OH:15])[CH2:12]2)[CH:7]=[CH:6][N:5]=1.FC(F)(F)S(O[CH2:22][C:23]([F:26])([F:25])[F:24])(=O)=O. (6) Given the product [S:1]1[C:5]2[CH2:6][CH2:7][CH2:8][C:4]=2[N:3]=[C:2]1[C:9]1[C:13]([C:14]([O:16][CH2:17][CH3:18])=[O:15])=[CH:12][N:11]([CH2:22][O:23][CH2:24][CH2:25][Si:26]([CH3:29])([CH3:28])[CH3:27])[N:10]=1, predict the reactants needed to synthesize it. The reactants are: [S:1]1[C:5]2[CH2:6][CH2:7][CH2:8][C:4]=2[N:3]=[C:2]1[C:9]1[C:13]([C:14]([O:16][CH2:17][CH3:18])=[O:15])=[CH:12][NH:11][N:10]=1.[H-].[Na+].Cl[CH2:22][O:23][CH2:24][CH2:25][Si:26]([CH3:29])([CH3:28])[CH3:27]. (7) The reactants are: Br[C:2]1[CH:7]=[C:6]([Cl:8])[N:5]=[N:4][C:3]=1[NH2:9].[CH3:10][Zn]C. Given the product [Cl:8][C:6]1[N:5]=[N:4][C:3]([NH2:9])=[C:2]([CH3:10])[CH:7]=1, predict the reactants needed to synthesize it. (8) Given the product [CH:1]1([C:4]2[O:5][CH:6]=[C:7]([C:9]([N:34]([O:35][CH3:36])[CH3:33])=[O:11])[N:8]=2)[CH2:2][CH2:3]1, predict the reactants needed to synthesize it. The reactants are: [CH:1]1([C:4]2[O:5][CH:6]=[C:7]([C:9]([OH:11])=O)[N:8]=2)[CH2:3][CH2:2]1.C(N=C=NCCCN(C)C)C.OC1C2N=NNC=2C=CC=1.[CH3:33][NH:34][O:35][CH3:36].C(N(CC)CC)C. (9) Given the product [F:20][C:17]([F:18])([F:19])[C:13]1[CH:12]=[C:11]([N:3]2[CH:4]=[CH:5][C:6](=[O:8])[NH:7][C:2]2=[O:1])[CH:16]=[CH:15][CH:14]=1, predict the reactants needed to synthesize it. The reactants are: [O:1]=[C:2]1[NH:7][C:6](=[O:8])[C:5](C#N)=[CH:4][N:3]1[C:11]1[CH:16]=[CH:15][CH:14]=[C:13]([C:17]([F:20])([F:19])[F:18])[CH:12]=1.O.N. (10) Given the product [Cl:1][C:2]1[CH:7]=[C:6]([C:8]#[C:9][C:10]2[N:11]=[C:12]([CH3:15])[N:13]([C:17]3[CH:22]=[N:21][CH:20]=[CH:19][N:18]=3)[CH:14]=2)[CH:5]=[CH:4][N:3]=1, predict the reactants needed to synthesize it. The reactants are: [Cl:1][C:2]1[CH:7]=[C:6]([C:8]#[C:9][C:10]2[N:11]=[C:12]([CH3:15])[NH:13][CH:14]=2)[CH:5]=[CH:4][N:3]=1.Cl[C:17]1[CH:22]=[N:21][CH:20]=[CH:19][N:18]=1.